Dataset: Full USPTO retrosynthesis dataset with 1.9M reactions from patents (1976-2016). Task: Predict the reactants needed to synthesize the given product. (1) Given the product [NH2:43][C:39]1[CH:38]=[C:37]([N:44]2[CH2:49][CH2:48][N:47]([C:11]([NH:1][C:2]3[C:3]([O:8][CH3:9])=[N:4][CH:5]=[CH:6][CH:7]=3)=[O:12])[CH2:46][CH2:45]2)[C:36]2[C:41](=[CH:42][C:33]([Cl:32])=[CH:34][CH:35]=2)[N:40]=1, predict the reactants needed to synthesize it. The reactants are: [NH2:1][C:2]1[C:3]([O:8][CH3:9])=[N:4][CH:5]=[CH:6][CH:7]=1.Cl[C:11](OC1C=CC([N+]([O-])=O)=CC=1)=[O:12].C(N(C(C)C)CC)(C)C.[Cl:32][C:33]1[CH:42]=[C:41]2[C:36]([C:37]([N:44]3[CH2:49][CH2:48][NH:47][CH2:46][CH2:45]3)=[CH:38][C:39]([NH2:43])=[N:40]2)=[CH:35][CH:34]=1. (2) The reactants are: Br[CH2:2][C:3]1[C:13]([Cl:14])=[N:12][CH:11]=[CH:10][C:4]=1[C:5]([O:7]CC)=O.[NH2:15][CH2:16][C:17]1[CH:29]=[CH:28][C:20]([C:21]([O:23][C:24]([CH3:27])([CH3:26])[CH3:25])=[O:22])=[C:19]([CH3:30])[CH:18]=1. Given the product [Cl:14][C:13]1[C:3]2[CH2:2][N:15]([CH2:16][C:17]3[CH:29]=[CH:28][C:20]([C:21]([O:23][C:24]([CH3:26])([CH3:27])[CH3:25])=[O:22])=[C:19]([CH3:30])[CH:18]=3)[C:5](=[O:7])[C:4]=2[CH:10]=[CH:11][N:12]=1, predict the reactants needed to synthesize it. (3) Given the product [Cl:24][C:25]1[N:30]=[C:29]([NH:1][C:2]2[CH:7]=[CH:6][CH:5]=[CH:4][C:3]=2[S:8]([NH:11][CH2:12][C:13]([CH3:16])([CH3:15])[CH3:14])(=[O:10])=[O:9])[C:28]([Cl:32])=[CH:27][N:26]=1, predict the reactants needed to synthesize it. The reactants are: [NH2:1][C:2]1[CH:7]=[CH:6][CH:5]=[CH:4][C:3]=1[S:8]([NH:11][CH2:12][C:13]([CH3:16])([CH3:15])[CH3:14])(=[O:10])=[O:9].CN(C)C=O.[H-].[Na+].[Cl:24][C:25]1[N:30]=[C:29](Cl)[C:28]([Cl:32])=[CH:27][N:26]=1. (4) Given the product [CH3:1][CH2:2][C:3]1[CH:8]=[CH:7][C:6]([C:9]([CH:11]([CH2:13][N:14]2[CH2:19][CH2:18][CH2:17][CH2:16][CH2:15]2)[CH3:12])=[O:10])=[CH:5][CH:4]=1.[C:20]([O-:27])(=[O:26])[CH2:21][CH2:22][C:23]([O-:25])=[O:24], predict the reactants needed to synthesize it. The reactants are: [CH3:1][CH2:2][C:3]1[CH:4]=[CH:5][C:6]([C:9]([CH:11]([CH2:13][N:14]2[CH2:19][CH2:18][CH2:17][CH2:16][CH2:15]2)[CH3:12])=[O:10])=[CH:7][CH:8]=1.[C:20]([OH:27])(=[O:26])[CH2:21][CH2:22][C:23]([OH:25])=[O:24]. (5) Given the product [CH3:22][C:19]1[CH:20]=[CH:21][C:16]([C:2]#[C:1][C:3]2[C:4]([C:9]3[CH:14]=[CH:13][CH:12]=[CH:11][CH:10]=3)=[N:5][O:6][C:7]=2[CH3:8])=[N:17][CH:18]=1, predict the reactants needed to synthesize it. The reactants are: [C:1]([C:3]1[C:4]([C:9]2[CH:14]=[CH:13][CH:12]=[CH:11][CH:10]=2)=[N:5][O:6][C:7]=1[CH3:8])#[CH:2].Br[C:16]1[CH:21]=[CH:20][C:19]([CH3:22])=[CH:18][N:17]=1. (6) Given the product [S:19]([OH:22])([OH:21])(=[O:20])=[O:18].[CH3:17][N:2]([CH3:1])[C:3]1[N:4]=[C:5]([NH:13][CH2:14][CH2:15][CH3:16])[N:6]=[C:7]([NH:9][CH2:10][C:11]#[CH:12])[N:8]=1.[CH3:17][N:2]([CH3:1])[C:3]1[N:4]=[C:5]([NH:13][CH2:14][CH2:15][CH3:16])[N:6]=[C:7]([NH:9][CH2:10][C:11]#[CH:12])[N:8]=1, predict the reactants needed to synthesize it. The reactants are: [CH3:1][N:2]([CH3:17])[C:3]1[N:8]=[C:7]([NH:9][CH2:10][CH2:11][CH3:12])[N:6]=[C:5]([NH:13][CH2:14][C:15]#[CH:16])[N:4]=1.[OH:18][S:19]([OH:22])(=[O:21])=[O:20]. (7) Given the product [NH2:57][C:58]1[N:63]=[CH:62][C:61]([C:64]2[C:65]3[CH2:78][CH2:77][N:76]([C:79]([C:81]4[CH:86]=[CH:85][CH:84]=[CH:83][CH:82]=4)=[O:80])[C:66]=3[N:67]=[C:68]([N:70]3[CH2:75][CH2:74][O:73][CH2:72][CH2:71]3)[N:69]=2)=[CH:60][N:59]=1, predict the reactants needed to synthesize it. The reactants are: COC1C=CC(CN(CC2C=CC(OC)=CC=2)C2N=CC(C3C4CCNC=4N=C(N4CCOCC4)N=3)=CN=2)=CC=1.C(Cl)(=O)C1C=CC=CC=1.COC1C=CC(C[N:57](CC2C=CC(OC)=CC=2)[C:58]2[N:63]=[CH:62][C:61]([C:64]3[C:65]4[CH2:78][CH2:77][N:76]([C:79]([C:81]5[CH:86]=[CH:85][CH:84]=[CH:83][CH:82]=5)=[O:80])[C:66]=4[N:67]=[C:68]([N:70]4[CH2:75][CH2:74][O:73][CH2:72][CH2:71]4)[N:69]=3)=[CH:60][N:59]=2)=CC=1.